This data is from Antibody developability classification from SAbDab with 2,409 antibodies. The task is: Regression/Classification. Given an antibody's heavy chain and light chain sequences, predict its developability. TAP uses regression for 5 developability metrics; SAbDab uses binary classification. (1) The antibody is ['EVQLVESGGGVVQPGGSLKLSCAASGFTFSTYDMSWVRQTPDKRLELVATINSNGGSTYYPDSVKGRFTSSRDNAKNILYLQMSSLKSEDTAMYYCAREALLRPPYYALDYWGQGTSVTVSS', 'DIQMTQSPASLSASVGETVTITCGASENIYGALTWYQRKQGKSPQLLIYGAINLADDKSSRFSGSGSGRQYSLKISSLHPDDVATYYCQNVLSTPFTFGSGTKLEIK']. Result: 0 (not developable). (2) The antibody is ['EVKLVESEGGLVQPGSSMKFSCTASGFTFSDYYMAWVRQVPGKGLEWVANINYDGSTPDYLDSLKSRFIISRDNAKNILYLQMSSLKSEDTATYYCARETVVGSFDYWGQGTTLTVSS', 'DIVMTQSQKFMSTSVGDRVSVTCKASQNVGTNVAWYQQKPGQSPKALIYSASYRYSGVPDRFTGSGSGTDFTLTINNVQSEDLAYFCQQYNSYPYTFGGGTKLEIK']. Result: 0 (not developable). (3) The antibody is ['EVQLVQSGAEVKKPGESLKISCKGSGYSFTSYWIGWVRQMPGKGLEWMGIIDPSDSDTRYSPSFQGQVTISADKSISTAYLQWSSLKASDTAMYYCARVGPADVWDSFDYWGQGTLVTVSS', 'DIVMTQSPDSLAVSLGERATINCKSSQSVLLSPWNSNQLAWYQQKPGQPPKLLIYGASTRESGVPDRFSGSGSGTDFTLTISSLQAEDVAVYYCQQYYLIPSTFGQGTKVEIK']. Result: 0 (not developable).